Dataset: Full USPTO retrosynthesis dataset with 1.9M reactions from patents (1976-2016). Task: Predict the reactants needed to synthesize the given product. (1) The reactants are: [OH:1][C:2]1[CH:10]=[CH:9][C:8]([C:11]([F:14])([F:13])[F:12])=[CH:7][C:3]=1[C:4]([OH:6])=O.[F:15][C:16]([F:29])([F:28])[C:17]1[CH:18]=[C:19]([CH:21]=[C:22]([C:24]([F:27])([F:26])[F:25])[CH:23]=1)[NH2:20]. Given the product [F:15][C:16]([F:28])([F:29])[C:17]1[CH:18]=[C:19]([NH:20][C:4](=[O:6])[C:3]2[CH:7]=[C:8]([C:11]([F:14])([F:13])[F:12])[CH:9]=[CH:10][C:2]=2[OH:1])[CH:21]=[C:22]([C:24]([F:25])([F:27])[F:26])[CH:23]=1, predict the reactants needed to synthesize it. (2) Given the product [CH3:1][C:2]1[C:7]([NH:8][C:9]([C:11]2[CH:12]=[CH:13][C:14]3[C@@:20]4([CH2:32][CH3:33])[CH2:21][CH:22]=[C:23]([C:25]5[CH:26]=[CH:27][CH:28]=[CH:29][CH:30]=5)[CH2:24][C@H:19]4[CH2:18][CH2:17][CH2:16][C:15]=3[CH:34]=2)=[O:10])=[CH:6][CH:5]=[CH:4][N:3]=1.[CH3:35][C:36]1[C:41]([NH:42][C:43]([C:45]2[CH:46]=[CH:47][C:48]3[C@:54]4([CH2:66][CH3:67])[CH2:55][CH:56]=[C:57]([C:59]5[CH:60]=[CH:61][CH:62]=[CH:63][CH:64]=5)[CH2:58][C@@H:53]4[CH2:52][CH2:51][CH2:50][C:49]=3[CH:68]=2)=[O:44])=[CH:40][CH:39]=[CH:38][N:37]=1, predict the reactants needed to synthesize it. The reactants are: [CH3:1][C:2]1[C:7]([NH:8][C:9]([C:11]2[CH:12]=[CH:13][C:14]3[C@@:20]4([CH2:32][CH3:33])[CH2:21][CH2:22][C@:23](O)([C:25]5[CH:30]=[CH:29][CH:28]=[CH:27][CH:26]=5)[CH2:24][C@H:19]4[CH2:18][CH2:17][CH2:16][C:15]=3[CH:34]=2)=[O:10])=[CH:6][CH:5]=[CH:4][N:3]=1.[CH3:35][C:36]1[C:41]([NH:42][C:43]([C:45]2[CH:46]=[CH:47][C:48]3[C@:54]4([CH2:66][CH3:67])[CH2:55][CH2:56][C@@:57](O)([C:59]5[CH:64]=[CH:63][CH:62]=[CH:61][CH:60]=5)[CH2:58][C@@H:53]4[CH2:52][CH2:51][CH2:50][C:49]=3[CH:68]=2)=[O:44])=[CH:40][CH:39]=[CH:38][N:37]=1.CC1C=CC(S(O)(=O)=O)=CC=1. (3) Given the product [CH3:2][C@@H:3]1[CH2:4][CH2:5][CH2:6][N:1]1[CH2:7][CH2:8][CH2:9][O:10][C:11]1[CH:19]=[CH:18][C:17]2[N:16]3[CH2:20][CH2:21][NH:22][C:23](=[O:24])[C:15]3=[CH:14][C:13]=2[CH:12]=1, predict the reactants needed to synthesize it. The reactants are: [N:1]1([CH2:7][CH2:8][CH2:9][O:10][C:11]2[CH:19]=[CH:18][C:17]3[N:16]4[CH2:20][CH2:21][NH:22][C:23](=[O:24])[C:15]4=[CH:14][C:13]=3[CH:12]=2)[CH2:6][CH2:5][CH2:4][CH2:3][CH2:2]1.C[C@@H]1CCCN1. (4) Given the product [F:1][C:2]1[C:3]2[N:4]([C:14]([S:17][C:19]3[CH:28]=[CH:27][C:26]4[N:25]=[CH:24][C:23]5[N:29]6[CH2:35][CH2:34][CH2:33][C@H:30]6[CH2:31][O:32][C:22]=5[C:21]=4[CH:20]=3)=[N:15][N:16]=2)[CH:5]=[C:6]([C:8]2[CH:9]=[N:10][N:11]([CH3:13])[CH:12]=2)[CH:7]=1, predict the reactants needed to synthesize it. The reactants are: [F:1][C:2]1[C:3]2[N:4]([C:14]([SH:17])=[N:15][N:16]=2)[CH:5]=[C:6]([C:8]2[CH:9]=[N:10][N:11]([CH3:13])[CH:12]=2)[CH:7]=1.Br[C:19]1[CH:28]=[CH:27][C:26]2[N:25]=[CH:24][C:23]3[N:29]4[CH2:35][CH2:34][CH2:33][C@H:30]4[CH2:31][O:32][C:22]=3[C:21]=2[CH:20]=1.C1(P(C2C=CC=CC=2)C2C3OC4C(=CC=CC=4P(C4C=CC=CC=4)C4C=CC=CC=4)C(C)(C)C=3C=CC=2)C=CC=CC=1.CC(C)([O-])C.[Na+]. (5) Given the product [CH3:13][C:14]1([CH3:15])[CH2:16][CH2:17][CH:18]([C:19]([CH3:21])=[CH2:20])[CH:1]([CH3:2])[O:22]1, predict the reactants needed to synthesize it. The reactants are: [CH:1](=O)[CH3:2].B(F)(F)F.CCOCC.[CH3:13][C:14]([OH:22])([CH2:16][CH2:17][CH:18]=[C:19]([CH3:21])[CH3:20])[CH3:15]. (6) Given the product [NH2:23][C:10]1[N:9]=[CH:8][N:7]=[C:6]2[C:11]=1[N:12]=[C:13]([S:14][C:15]1[CH:16]=[C:17]([Cl:22])[CH:18]=[C:19]([Cl:21])[CH:20]=1)[N:5]2[CH2:4][CH2:3][CH2:2][CH2:24][CH2:25][CH2:26][CH2:55][CH2:56][NH:57][C:34](=[S:35])[NH:33][C:32]1[CH:27]=[CH:28][C:29]([C:39]2[C:40]3[C:41]([O:47][C:48]4[C:49]=2[CH:50]=[CH:51][C:52](=[O:54])[CH:53]=4)=[CH:42][C:43]([OH:46])=[CH:44][CH:45]=3)=[C:30]([CH:31]=1)[C:36]([OH:38])=[O:37], predict the reactants needed to synthesize it. The reactants are: N[CH:2]([CH2:24][CH2:25][CH3:26])[CH2:3][CH2:4][N:5]1[C:13]([S:14][C:15]2[CH:20]=[C:19]([Cl:21])[CH:18]=[C:17]([Cl:22])[CH:16]=2)=[N:12][C:11]2[C:6]1=[N:7][CH:8]=[N:9][C:10]=2[NH2:23].[CH:27]1[C:32]([N:33]=[C:34]=[S:35])=[CH:31][C:30]2[C:36]([O:38][C:39]3([C:49]4[CH:50]=[CH:51][C:52]([OH:54])=[CH:53][C:48]=4[O:47][C:41]4[CH:42]=[C:43]([OH:46])[CH:44]=[CH:45][C:40]3=4)[C:29]=2[CH:28]=1)=[O:37].[CH3:55][CH2:56][N:57](CC)CC.